Dataset: Forward reaction prediction with 1.9M reactions from USPTO patents (1976-2016). Task: Predict the product of the given reaction. (1) Given the reactants [F:1][C:2]1[CH:7]=[CH:6][C:5]([S:8]([N:11]2[C:20]3[C:15](=[CH:16][C:17]([C:21]([OH:30])([C:26]([F:29])([F:28])[F:27])[C:22]([F:25])([F:24])[F:23])=[CH:18][CH:19]=3)[CH2:14][CH2:13][C@@H:12]2[CH2:31][C:32]([O:34]CC2C=CC=CC=2)=[O:33])(=[O:10])=[O:9])=[CH:4][CH:3]=1, predict the reaction product. The product is: [F:1][C:2]1[CH:7]=[CH:6][C:5]([S:8]([N:11]2[C:20]3[C:15](=[CH:16][C:17]([C:21]([OH:30])([C:22]([F:24])([F:23])[F:25])[C:26]([F:28])([F:27])[F:29])=[CH:18][CH:19]=3)[CH2:14][CH2:13][C@@H:12]2[CH2:31][C:32]([OH:34])=[O:33])(=[O:9])=[O:10])=[CH:4][CH:3]=1. (2) The product is: [CH3:12][C:10]1([CH3:11])[C:13]([CH3:15])([CH3:14])[O:16][B:8]([C:4]2[CH:3]=[C:2]([CH:7]=[CH:6][CH:5]=2)[O:1][CH2:18][CH:19]2[CH2:24][CH2:23][CH2:22][CH2:21][O:20]2)[O:9]1. Given the reactants [OH:1][C:2]1[CH:3]=[C:4]([B:8]2[O:16][C:13]([CH3:15])([CH3:14])[C:10]([CH3:12])([CH3:11])[O:9]2)[CH:5]=[CH:6][CH:7]=1.Br[CH2:18][CH:19]1[CH2:24][CH2:23][CH2:22][CH2:21][O:20]1.C(=O)([O-])[O-].[K+].[K+], predict the reaction product. (3) The product is: [O:37]=[C:16]1[CH:17]=[C:18]([O:21][CH:22]2[CH2:27][CH2:26][N:25]([C:28]3[N:33]=[CH:32][C:31]([CH2:34][CH2:35][CH3:36])=[CH:30][N:29]=3)[CH2:24][CH2:23]2)[CH:19]=[CH:20][N:15]1[C:12]1[CH:11]=[CH:10][C:9]([S:6]([NH2:5])(=[O:7])=[O:8])=[CH:14][CH:13]=1. Given the reactants C([NH:5][S:6]([C:9]1[CH:14]=[CH:13][C:12]([N:15]2[CH:20]=[CH:19][C:18]([O:21][CH:22]3[CH2:27][CH2:26][N:25]([C:28]4[N:33]=[CH:32][C:31]([CH2:34][CH2:35][CH3:36])=[CH:30][N:29]=4)[CH2:24][CH2:23]3)=[CH:17][C:16]2=[O:37])=[CH:11][CH:10]=1)(=[O:8])=[O:7])(C)(C)C.FC(F)(F)C(O)=O, predict the reaction product. (4) Given the reactants [C:1](=O)([O-:3])[O-:2].[Na+:5].[Na+].S(=O)=O.[S:10]([O-:13])([O-:12])=[O:11], predict the reaction product. The product is: [S:10]([O-:13])([O-:12])=[O:11].[Na+:5].[Na+:5].[C:1](=[O:3])=[O:2]. (5) Given the reactants [F:1][C:2]1([F:16])[CH2:7][CH2:6][C:5]([C:10]2[CH:11]=[N:12][CH:13]=[N:14][CH:15]=2)([C:8]#[N:9])[CH2:4][CH2:3]1.O.C(O)([C:20](F)([F:22])[F:21])=O.C(OO)(C)(C)C, predict the reaction product. The product is: [F:21][CH:20]([F:22])[C:13]1[N:12]=[CH:11][C:10]([C:5]2([C:8]#[N:9])[CH2:4][CH2:3][C:2]([F:1])([F:16])[CH2:7][CH2:6]2)=[CH:15][N:14]=1.